Dataset: Reaction yield outcomes from USPTO patents with 853,638 reactions. Task: Predict the reaction yield, written as a fraction of the theoretical maximum amount of product (1.0 means a 100% yield; for example, 0.34 means a 34% yield). (1) The reactants are [CH3:1][O:2][CH2:3][CH2:4][NH:5][C:6]1[C:7]([C:12]([O:14][CH3:15])=[O:13])=[N:8][CH:9]=[CH:10][N:11]=1.C1C(=O)N([Br:23])C(=O)C1. The catalyst is C(#N)C. The product is [Br:23][C:9]1[N:8]=[C:7]([C:12]([O:14][CH3:15])=[O:13])[C:6]([NH:5][CH2:4][CH2:3][O:2][CH3:1])=[N:11][CH:10]=1. The yield is 0.720. (2) The reactants are [CH3:13][O:12][C:10](=O)[C:9](N=N[C:9]([CH3:15])(C)[C:10]([O:12][CH3:13])=O)(C)[CH3:15].[OH2:17].C[C:19](=[O:22])[CH2:20]C. No catalyst specified. The product is [C:19]([O:22][CH:9]([CH3:15])[CH2:10][O:12][CH3:13])(=[O:17])[CH3:20]. The yield is 0.620. (3) The reactants are [S:1]1[C:5]2[CH:6]=[CH:7][CH:8]=[CH:9][C:4]=2[N:3]=[C:2]1[O:10][C:11]1[CH:18]=[CH:17][C:14]([CH:15]=O)=[CH:13][CH:12]=1.Cl.[NH:20]1[C:24]([CH:25]2[CH2:30][CH2:29][NH:28][CH2:27][CH2:26]2)=[N:23][N:22]=[N:21]1.CCN(CC)CC.CC(O)C.O. The catalyst is C1COCC1.C(Cl)Cl.C(O)C. The product is [NH:23]1[C:24]([CH:25]2[CH2:30][CH2:29][N:28]([CH2:15][C:14]3[CH:17]=[CH:18][C:11]([O:10][C:2]4[S:1][C:5]5[CH:6]=[CH:7][CH:8]=[CH:9][C:4]=5[N:3]=4)=[CH:12][CH:13]=3)[CH2:27][CH2:26]2)=[N:20][N:21]=[N:22]1. The yield is 0.0500. (4) The reactants are [Br:1][C:2]1[CH:6]=[CH:5][S:4][C:3]=1C=O.O.[O-2].[O-2].[O-2].O=[Si]=O.O=[Si]=O.O=[Si]=O.O=[Si]=O.[Al+3].[Al+3].[CH:27](OC)([O:30][CH3:31])[O:28][CH3:29]. The catalyst is ClCCl. The product is [CH3:29][O:28][CH:27]([O:30][CH3:31])[C:3]1[S:4][CH:5]=[CH:6][C:2]=1[Br:1]. The yield is 0.970.